From a dataset of Full USPTO retrosynthesis dataset with 1.9M reactions from patents (1976-2016). Predict the reactants needed to synthesize the given product. Given the product [NH2:1][C:2]1[N:7]=[C:6]([N:8]2[CH:17]([CH3:18])[CH2:16][C:15]3[C:10](=[CH:11][C:12]([C:19]4[CH:20]=[CH:21][C:22]([C:25]([N:36]5[CH2:39][CH:38]([C:40]#[N:41])[CH2:37]5)=[O:26])=[N:23][CH:24]=4)=[CH:13][CH:14]=3)[CH2:9]2)[CH:5]=[C:4]([N:28]2[CH2:33][CH2:32][N:31]([CH3:34])[CH2:30][CH2:29]2)[N:3]=1, predict the reactants needed to synthesize it. The reactants are: [NH2:1][C:2]1[N:7]=[C:6]([N:8]2[CH:17]([CH3:18])[CH2:16][C:15]3[C:10](=[CH:11][C:12]([C:19]4[CH:20]=[CH:21][C:22]([C:25](O)=[O:26])=[N:23][CH:24]=4)=[CH:13][CH:14]=3)[CH2:9]2)[CH:5]=[C:4]([N:28]2[CH2:33][CH2:32][N:31]([CH3:34])[CH2:30][CH2:29]2)[N:3]=1.Cl.[NH:36]1[CH2:39][CH:38]([C:40]#[N:41])[CH2:37]1.